From a dataset of Reaction yield outcomes from USPTO patents with 853,638 reactions. Predict the reaction yield, written as a fraction of the theoretical maximum amount of product (1.0 means a 100% yield; for example, 0.34 means a 34% yield). (1) The reactants are [C:1]1([C:7]2[CH:12]=[CH:11][C:10]([O:13][C:14](=[O:33])[N:15]([CH3:32])[C@@H:16]3[C:19](=[O:20])[N:18](C([Si](C)(C)C)[Si](C)(C)C)[C:17]3([CH3:31])[CH3:30])=[CH:9][CH:8]=2)[CH:6]=[CH:5][CH:4]=[CH:3][CH:2]=1.O=[N+]([O-])[O-].[O-][N+](=O)[O-].[O-][N+](=O)[O-].[O-][N+](=O)[O-].[O-][N+](=O)[O-].[O-][N+](=O)[O-].[Ce+4].[NH4+].[NH4+].CC(C)=O.C([O-])(O)=O.[Na+]. The yield is 0.260. The catalyst is CC#N.O.CCOC(C)=O. The product is [C:1]1([C:7]2[CH:12]=[CH:11][C:10]([O:13][C:14](=[O:33])[N:15]([CH3:32])[C@@H:16]3[C:19](=[O:20])[NH:18][C:17]3([CH3:30])[CH3:31])=[CH:9][CH:8]=2)[CH:2]=[CH:3][CH:4]=[CH:5][CH:6]=1. (2) The reactants are [C:1]([O-:4])(=O)[CH3:2].[K+].[C:6]12(P[C:6]34[CH2:15]C5C[CH:12]([CH2:14][CH:8](C5)[CH2:7]3)[CH2:13]4)[CH2:15]C3C[CH:12]([CH2:14][CH:8](C3)[CH2:7]1)[CH2:13]2.ClC1C=CC(C)=CC=1.C(OC(=O)C=C)CCC. The catalyst is CC(N(C)C)=O.[Pd](Cl)Cl. The product is [C:6]1([CH3:15])[CH:13]=[CH:12][CH:14]=[CH:8][C:7]=1[C:1]([CH3:2])=[O:4]. The yield is 0.190.